Dataset: Forward reaction prediction with 1.9M reactions from USPTO patents (1976-2016). Task: Predict the product of the given reaction. (1) Given the reactants [C:1]([O:5][C:6](=[O:24])[NH:7][C:8]1[CH:13]=[C:12]([O:14][CH2:15][CH2:16][O:17][CH3:18])[C:11]([C:19]([F:22])([F:21])[F:20])=[CH:10][C:9]=1[NH2:23])([CH3:4])([CH3:3])[CH3:2].C([O:29][C:30](=O)[CH2:31][C:32]([C:34]1[CH:39]=[CH:38][CH:37]=[C:36]([C:40]2[CH:45]=[C:44]([CH3:46])[N:43]=[C:42]([CH3:47])[CH:41]=2)[CH:35]=1)=[O:33])(C)(C)C, predict the reaction product. The product is: [C:1]([O:5][C:6](=[O:24])[NH:7][C:8]1[CH:13]=[C:12]([O:14][CH2:15][CH2:16][O:17][CH3:18])[C:11]([C:19]([F:22])([F:21])[F:20])=[CH:10][C:9]=1[NH:23][C:30](=[O:29])[CH2:31][C:32]([C:34]1[CH:39]=[CH:38][CH:37]=[C:36]([C:40]2[CH:41]=[C:42]([CH3:47])[N:43]=[C:44]([CH3:46])[CH:45]=2)[CH:35]=1)=[O:33])([CH3:4])([CH3:2])[CH3:3]. (2) Given the reactants [BH4-].[Na+].[Br:3][C:4]1[CH:5]=[CH:6][C:7]([N:12]2[CH2:17][CH2:16][CH2:15][CH2:14][CH:13]2[CH3:18])=[C:8]([CH:11]=1)[CH:9]=[O:10], predict the reaction product. The product is: [Br:3][C:4]1[CH:5]=[CH:6][C:7]([N:12]2[CH2:17][CH2:16][CH2:15][CH2:14][CH:13]2[CH3:18])=[C:8]([CH2:9][OH:10])[CH:11]=1. (3) Given the reactants C([O:5][C:6](=[O:36])[CH2:7][O:8][C:9]1[C:14]2[CH2:15][CH2:16][CH2:17][CH2:18][CH:19]([NH:20][S:21]([C:24]3[CH:25]=[C:26]([C:30]4[CH:35]=[CH:34][CH:33]=[CH:32][CH:31]=4)[CH:27]=[CH:28][CH:29]=3)(=[O:23])=[O:22])[C:13]=2[CH:12]=[CH:11][CH:10]=1)(C)(C)C.O.[OH-].[Li+], predict the reaction product. The product is: [C:26]1([C:30]2[CH:35]=[CH:34][CH:33]=[CH:32][CH:31]=2)[CH:27]=[CH:28][CH:29]=[C:24]([S:21]([NH:20][CH:19]2[C:13]3[CH:12]=[CH:11][CH:10]=[C:9]([O:8][CH2:7][C:6]([OH:36])=[O:5])[C:14]=3[CH2:15][CH2:16][CH2:17][CH2:18]2)(=[O:22])=[O:23])[CH:25]=1. (4) Given the reactants [H-].[Na+].[CH:3]([OH:6])([CH3:5])[CH3:4].Cl[C:8]1[C:13]([Cl:14])=[CH:12][CH:11]=[CH:10][N:9]=1, predict the reaction product. The product is: [Cl:14][C:13]1[C:8]([O:6][CH:3]([CH3:5])[CH3:4])=[N:9][CH:10]=[CH:11][CH:12]=1. (5) Given the reactants [CH:1]1([C:4]2[C:5]([CH:20]3[CH2:23][CH:22]([CH2:24][C:25]([CH3:28])([CH3:27])[CH3:26])[CH2:21]3)=[N:6][O:7][C:8]=2[C@@H:9]([CH2:14][CH2:15][C:16]([O:18][CH3:19])=[O:17])[CH2:10][C:11]([O-])=[O:12])[CH2:3][CH2:2]1.[Cl:29][C:30]1[CH:35]=[C:34]([CH3:36])[CH:33]=[CH:32][C:31]=1[NH2:37].CN(C(ON1N=NC2C=CC=NC1=2)=[N+](C)C)C.F[P-](F)(F)(F)(F)F.CCCCCC, predict the reaction product. The product is: [Cl:29][C:30]1[CH:35]=[C:34]([CH3:36])[CH:33]=[CH:32][C:31]=1[NH:37][C:11]([CH2:10][C@@H:9]([C:8]1[O:7][N:6]=[C:5]([CH:20]2[CH2:23][CH:22]([CH2:24][C:25]([CH3:27])([CH3:28])[CH3:26])[CH2:21]2)[C:4]=1[CH:1]1[CH2:2][CH2:3]1)[CH2:14][CH2:15][C:16]([O:18][CH3:19])=[O:17])=[O:12]. (6) Given the reactants [N+:1]([C:4]1[CH:9]=[CH:8][C:7]([C:10]([O:12][CH2:13][CH2:14][CH2:15][CH2:16][CH2:17][O:18]/[N:19]=[N+:20](/[N:22]2[CH2:29][CH2:28][CH2:27][C@H:23]2[C:24]([OH:26])=[O:25])\[O-:21])=[O:11])=[CH:6][CH:5]=1)([O-:3])=[O:2].[CH2:30]1N(P(Cl)(N2C(=O)OCC2)=O)C(=O)OC1.C(N(CC)CC)C.CO, predict the reaction product. The product is: [N+:1]([C:4]1[CH:5]=[CH:6][C:7]([C:10]([O:12][CH2:13][CH2:14][CH2:15][CH2:16][CH2:17][O:18]/[N:19]=[N+:20](/[N:22]2[CH2:29][CH2:28][CH2:27][C@H:23]2[C:24]([O:26][CH3:30])=[O:25])\[O-:21])=[O:11])=[CH:8][CH:9]=1)([O-:3])=[O:2].